From a dataset of Ames mutagenicity test results for genotoxicity prediction. Regression/Classification. Given a drug SMILES string, predict its toxicity properties. Task type varies by dataset: regression for continuous values (e.g., LD50, hERG inhibition percentage) or binary classification for toxic/non-toxic outcomes (e.g., AMES mutagenicity, cardiotoxicity, hepatotoxicity). Dataset: ames. (1) The compound is Cc1cccc2nc(O)c(O)nc12. The result is 1 (mutagenic). (2) The result is 0 (non-mutagenic). The molecule is CC(=O)OC(C)=O. (3) The drug is Cc1cccc(Nc2ccncc2S(=O)(=O)NC(=O)NC(C)C)c1. The result is 0 (non-mutagenic). (4) The compound is c1cc[n+]2c(c1)-c1cccc[n+]1CC2. The result is 0 (non-mutagenic). (5) The compound is CCN1c2cc(N)ccc2-c2ccc(N)cc2C1c1ccccc1. The result is 1 (mutagenic).